Dataset: Retrosynthesis with 50K atom-mapped reactions and 10 reaction types from USPTO. Task: Predict the reactants needed to synthesize the given product. (1) Given the product CN(C(=O)C1CCOCC1)c1ccc(S(=O)(=O)N2CCC(N)CC2)cc1, predict the reactants needed to synthesize it. The reactants are: CN(C(=O)C1CCOCC1)c1ccc(S(=O)(=O)N2CCC(NC(=O)OC(C)(C)C)CC2)cc1. (2) Given the product O=C(Nc1noc2ccccc12)N1CCN(C(=O)c2ccco2)CC1, predict the reactants needed to synthesize it. The reactants are: O=C(Cl)c1ccco1.O=C(Nc1noc2ccccc12)N1CCNCC1.